Dataset: Reaction yield outcomes from USPTO patents with 853,638 reactions. Task: Predict the reaction yield, written as a fraction of the theoretical maximum amount of product (1.0 means a 100% yield; for example, 0.34 means a 34% yield). (1) The reactants are [Cl:1][C:2]1[CH:3]=[CH:4][C:5]([S:9][CH3:10])=[C:6]([NH2:8])[CH:7]=1.[CH3:11][C:12]1[O:16][C:15]([S:17](Cl)(=[O:19])=[O:18])=[CH:14][CH:13]=1. No catalyst specified. The product is [Cl:1][C:2]1[CH:3]=[CH:4][C:5]([S:9][CH3:10])=[C:6]([NH:8][S:17]([C:15]2[O:16][C:12]([CH3:11])=[CH:13][CH:14]=2)(=[O:19])=[O:18])[CH:7]=1. The yield is 0.480. (2) The reactants are [C:1]([C:3]1[CH:11]=[CH:10][CH:9]=[CH:8][C:4]=1[C:5]([OH:7])=[O:6])#[N:2].[C:12]1(O)[CH:17]=[CH:16][CH:15]=[CH:14][CH:13]=1.C1CN([P+](ON2N=NC3C=CC=CC2=3)(N2CCCC2)N2CCCC2)CC1.F[P-](F)(F)(F)(F)F.C(N(CC)CC)C. The catalyst is CN(C=O)C.O. The product is [C:1]([C:3]1[CH:11]=[CH:10][CH:9]=[CH:8][C:4]=1[C:5]([O:7][C:12]1[CH:17]=[CH:16][CH:15]=[CH:14][CH:13]=1)=[O:6])#[N:2]. The yield is 0.820. (3) The reactants are [Cl:1][C:2]1[C:7]([C:8]2[CH:13]=[CH:12][CH:11]=[C:10]([CH2:14][CH3:15])[CH:9]=2)=[C:6]([C@H:16]([O:30][CH2:31][CH2:32][NH:33][C:34]([O:36][CH3:37])=[O:35])[C@@H:17]2[CH2:22][CH2:21][CH2:20][N:19](C(OC(C)(C)C)=O)[CH2:18]2)[CH:5]=[CH:4][CH:3]=1.C(O)(C(F)(F)F)=O. The catalyst is C(Cl)Cl. The product is [Cl:1][C:2]1[C:7]([C:8]2[CH:13]=[CH:12][CH:11]=[C:10]([CH2:14][CH3:15])[CH:9]=2)=[C:6]([C@@H:16]([C@@H:17]2[CH2:22][CH2:21][CH2:20][NH:19][CH2:18]2)[O:30][CH2:31][CH2:32][NH:33][C:34](=[O:35])[O:36][CH3:37])[CH:5]=[CH:4][CH:3]=1. The yield is 0.990. (4) The reactants are [CH3:1][O:2][CH2:3][CH2:4][NH:5][C:6]1[CH:14]=[CH:13][CH:12]=[C:8]([C:9]([OH:11])=O)[C:7]=1[C:15]([OH:17])=O.Cl.[NH2:19][CH:20]1[CH2:25][CH2:24][C:23](=[O:26])[NH:22][C:21]1=[O:27]. The catalyst is N1C=CC=CC=1. The product is [O:27]=[C:21]1[CH:20]([N:19]2[C:15](=[O:17])[C:7]3[C:8](=[CH:12][CH:13]=[CH:14][C:6]=3[NH:5][CH2:4][CH2:3][O:2][CH3:1])[C:9]2=[O:11])[CH2:25][CH2:24][C:23](=[O:26])[NH:22]1. The yield is 0.640. (5) The reactants are [O:1]1[CH2:5][CH2:4][O:3][C:2]1=O.[F:7][C:8]([F:32])([F:31])[C:9]1[N:13]2[N:14]=[C:15]([N:18]3[CH2:23][CH2:22][CH:21]([C:24]4[CH:29]=[CH:28]C(O)=[CH:26][CH:25]=4)[CH2:20][CH2:19]3)[CH2:16][CH2:17][C:12]2=[N:11][N:10]=1.C(=O)([O-])[O-].[K+].[K+]. The catalyst is CN(C=O)C. The product is [F:32][C:8]([F:7])([F:31])[C:9]1[N:13]2[N:14]=[C:15]([N:18]3[CH2:19][CH2:20][CH:21]([C:24]4[CH:29]=[CH:28][C:2]([O:1][CH2:5][CH2:4][OH:3])=[CH:26][CH:25]=4)[CH2:22][CH2:23]3)[CH2:16][CH2:17][C:12]2=[N:11][N:10]=1. The yield is 0.680.